From a dataset of hERG potassium channel inhibition data for cardiac toxicity prediction from Karim et al.. Regression/Classification. Given a drug SMILES string, predict its toxicity properties. Task type varies by dataset: regression for continuous values (e.g., LD50, hERG inhibition percentage) or binary classification for toxic/non-toxic outcomes (e.g., AMES mutagenicity, cardiotoxicity, hepatotoxicity). Dataset: herg_karim. (1) The drug is O=C(NC1CCN(Cc2ccn(-c3ccc(C(F)(F)F)cc3)c2)CC1)NC(Cc1cnccn1)c1ccccc1. The result is 1 (blocker). (2) The compound is COc1ccc2nccc([C@@H](O)CC[C@@H]3CCN(CCSc4ccco4)C[C@@H]3C(=O)O)c2c1. The result is 0 (non-blocker). (3) The compound is O=C(C1CC1)N1CCc2c(sc3c2c2ncnn2c(=O)n3Cc2ccc(Cl)cc2)C1. The result is 1 (blocker). (4) The molecule is Cn1c(=O)n(-c2ccc(C(C)(C)C#N)cc2)c2c3cc(-c4cnc5ccccc5c4)ccc3ncc21. The result is 0 (non-blocker). (5) The molecule is Cc1ccnc(CN2CCC(Oc3ncnc4c3ccn4Cc3ccccc3)CC2)c1. The result is 1 (blocker). (6) The drug is COc1cnc2ccc(=O)n(CCN3CCC(NCc4cnc(OC)c(C#N)c4)CC3)c2c1. The result is 0 (non-blocker). (7) The compound is CN1CCC[C@H]1Cn1nc(Cc2ccc(Cl)cc2)c2cnccc2c1=O. The result is 1 (blocker). (8) The drug is Cc1cccc([C@H]2CC[C@@H](CNC(=O)c3ccc(-c4nc5cc(C#N)cc(C(C)C)c5o4)cc3)CC2)c1. The result is 0 (non-blocker). (9) The molecule is CC(=O)N[C@H]1CCN(C(=O)c2ccc(O)cc2OC[C@@H](O)CN2CCC3(CC2)Cc2cc(Cl)ccc2O3)C1. The result is 0 (non-blocker).